From a dataset of Forward reaction prediction with 1.9M reactions from USPTO patents (1976-2016). Predict the product of the given reaction. Given the reactants [NH2:1][C:2]1[CH:3]=[C:4]2[C:8](=[CH:9][CH:10]=1)[N:7]([CH:11]([CH3:13])[CH3:12])[C:6](=[O:14])[C:5]2([CH2:17][CH3:18])[CH2:15][CH3:16].[C:19](OC(=O)C)(=[O:21])[CH3:20], predict the reaction product. The product is: [CH2:15]([C:5]1([CH2:17][CH3:18])[C:4]2[C:8](=[CH:9][CH:10]=[C:2]([NH:1][C:19](=[O:21])[CH3:20])[CH:3]=2)[N:7]([CH:11]([CH3:12])[CH3:13])[C:6]1=[O:14])[CH3:16].